Dataset: Reaction yield outcomes from USPTO patents with 853,638 reactions. Task: Predict the reaction yield, written as a fraction of the theoretical maximum amount of product (1.0 means a 100% yield; for example, 0.34 means a 34% yield). (1) The reactants are C([O-])([O-])=O.[K+].[K+].C([O:10][C:11]1[CH:16]=[CH:15][CH:14]=[C:13]([CH2:17][O:18][C:19]2[CH:24]=[CH:23][CH:22]=[C:21]([C:25]([NH2:27])=[O:26])[CH:20]=2)[CH:12]=1)(=O)C.Cl.CCOCC. The catalyst is O. The product is [OH:10][C:11]1[CH:12]=[C:13]([CH:14]=[CH:15][CH:16]=1)[CH2:17][O:18][C:19]1[CH:20]=[C:21]([C:25]([NH2:27])=[O:26])[CH:22]=[CH:23][CH:24]=1. The yield is 0.460. (2) The reactants are [OH:1][C:2]1[CH:7]=[CH:6][C:5]([N:8]2[C:13](=[O:14])[C:12]([CH2:15][C:16]3[CH:21]=[CH:20][C:19]([C:22]4[C:23]([C:28]#[N:29])=[CH:24][CH:25]=[CH:26][CH:27]=4)=[CH:18][CH:17]=3)=[C:11]([CH2:30][CH2:31][CH3:32])[N:10]=[C:9]2[CH3:33])=[CH:4][CH:3]=1.[F:34][CH2:35][CH:36](O)[CH2:37][F:38].C1(P(C2C=CC=CC=2)C2C=CC=CC=2)C=CC=CC=1.[N:60]([C:61]([O:63]C(C)C)=[O:62])=[N:60][C:61]([O:63]C(C)C)=[O:62]. The catalyst is O1CCCC1.O.C(OCC)(=O)C. The product is [F:34][CH2:35][CH:36]([CH2:37][F:38])[O:1][C:2]1[CH:3]=[CH:4][C:5]([N:8]2[C:13](=[O:14])[C:12]([CH2:15][C:16]3[CH:21]=[CH:20][C:19]([C:22]4[CH:27]=[CH:26][CH:25]=[CH:24][C:23]=4[C:28]4[NH:60][C:61](=[O:62])[O:63][N:29]=4)=[CH:18][CH:17]=3)=[C:11]([CH2:30][CH2:31][CH3:32])[N:10]=[C:9]2[CH3:33])=[CH:6][CH:7]=1. The yield is 0.720. (3) The reactants are [OH:1][C:2]1[CH:3]=[C:4]([CH:15]=[C:16]([O:18][C@H:19]2[CH2:23][CH2:22][N:21]([CH3:24])[C:20]2=[O:25])[CH:17]=1)[C:5]([NH:7][C:8]1[CH:13]=[N:12][C:11]([CH3:14])=[CH:10][N:9]=1)=[O:6].[N:26]1([C:30]([C:32]2[CH:33]=[N:34][C:35](Cl)=[C:36]([Cl:38])[CH:37]=2)=[O:31])[CH2:29][CH2:28][CH2:27]1.C(=O)([O-])[O-].[K+].[K+]. The yield is 0.870. The catalyst is CC(N(C)C)=O. The product is [N:26]1([C:30]([C:32]2[CH:37]=[C:36]([Cl:38])[C:35]([O:1][C:2]3[CH:3]=[C:4]([CH:15]=[C:16]([O:18][C@H:19]4[CH2:23][CH2:22][N:21]([CH3:24])[C:20]4=[O:25])[CH:17]=3)[C:5]([NH:7][C:8]3[CH:13]=[N:12][C:11]([CH3:14])=[CH:10][N:9]=3)=[O:6])=[N:34][CH:33]=2)=[O:31])[CH2:29][CH2:28][CH2:27]1. (4) The reactants are Br[CH2:2][C:3](=O)[C:4]([F:7])([F:6])[F:5].C(C([O:15][CH2:16][C:17]([NH2:19])=[S:18])=O)(C)(C)C.CO.C1CCN2C(=NCCC2)CC1. The catalyst is C(O)C. The product is [F:5][C:4]([F:7])([F:6])[C:3]1[N:19]=[C:17]([CH2:16][OH:15])[S:18][CH:2]=1. The yield is 0.580. (5) The reactants are [CH2:1]([O:8][C:9]1[CH:10]=[C:11]([CH:14]=[CH:15][C:16]=1[O:17][CH:18]([F:20])[F:19])[CH:12]=O)[C:2]1[CH:7]=[CH:6][CH:5]=[CH:4][CH:3]=1.C([O-])(=O)C.[NH4+].[N+:26]([CH3:29])([O-:28])=[O:27]. The catalyst is C(O)(=O)C. The product is [CH2:1]([O:8][C:9]1[CH:10]=[C:11](/[CH:12]=[CH:29]/[N+:26]([O-:28])=[O:27])[CH:14]=[CH:15][C:16]=1[O:17][CH:18]([F:20])[F:19])[C:2]1[CH:7]=[CH:6][CH:5]=[CH:4][CH:3]=1. The yield is 0.520.